This data is from Reaction yield outcomes from USPTO patents with 853,638 reactions. The task is: Predict the reaction yield, written as a fraction of the theoretical maximum amount of product (1.0 means a 100% yield; for example, 0.34 means a 34% yield). (1) The catalyst is CO. The yield is 0.560. The reactants are [F:1][C:2]1[CH:9]=[C:8]([N:10]2[C:22](=[O:23])[C:14]3[CH:15]=[C:16]4[N:21]([C:13]=3[CH:12]=[N:11]2)[CH2:20][CH2:19][CH2:18][CH2:17]4)[C:5]([CH:6]=[O:7])=[C:4]([C:24]2[CH:29]=[C:28]([NH:30][C:31]3[CH:36]=[CH:35][C:34]([N:37]4[CH2:42][CH2:41][N:40]([CH:43]5[CH2:46][O:45][CH2:44]5)[CH2:39][CH:38]4[CH3:47])=[CH:33][N:32]=3)[C:27](=[O:48])[N:26]([CH3:49])[CH:25]=2)[CH:3]=1.[BH4-].[Na+]. The product is [F:1][C:2]1[CH:3]=[C:4]([C:24]2[CH:29]=[C:28]([NH:30][C:31]3[CH:36]=[CH:35][C:34]([N:37]4[CH2:42][CH2:41][N:40]([CH:43]5[CH2:44][O:45][CH2:46]5)[CH2:39][C@@H:38]4[CH3:47])=[CH:33][N:32]=3)[C:27](=[O:48])[N:26]([CH3:49])[CH:25]=2)[C:5]([CH2:6][OH:7])=[C:8]([N:10]2[C:22](=[O:23])[C:14]3[CH:15]=[C:16]4[N:21]([C:13]=3[CH:12]=[N:11]2)[CH2:20][CH2:19][CH2:18][CH2:17]4)[CH:9]=1. (2) The reactants are Cl[C:2]1[CH:7]=[C:6]([F:8])[CH:5]=[CH:4][N:3]=1.[OH:9][CH2:10][C:11]1[CH:18]=[CH:17][C:14]([C:15]#[N:16])=[CH:13][CH:12]=1.[H-].[Na+]. The catalyst is CN(C)C=O. The product is [F:8][C:6]1[CH:5]=[CH:4][N:3]=[C:2]([O:9][CH2:10][C:11]2[CH:18]=[CH:17][C:14]([C:15]#[N:16])=[CH:13][CH:12]=2)[CH:7]=1. The yield is 0.820. (3) The reactants are CCN(C(C)C)C(C)C.[S:10]1[CH:14]=[CH:13][C:12]([C:15]2[CH:23]=[CH:22][C:18]([C:19]([OH:21])=O)=[CH:17][CH:16]=2)=[CH:11]1.C1C=CC2N(O)N=NC=2C=1.CCN=C=NCCCN(C)C.FC(F)(F)C(O)=O.[NH2:52][CH2:53][C:54]([N:56]1[CH2:61][CH2:60][N:59]([C:62](=[O:73])[C:63]2[CH:68]=[CH:67][CH:66]=[CH:65][C:64]=2[C:69]([F:72])([F:71])[F:70])[CH2:58][CH2:57]1)=[O:55]. The catalyst is CN(C=O)C.O. The product is [O:55]=[C:54]([N:56]1[CH2:57][CH2:58][N:59]([C:62](=[O:73])[C:63]2[CH:68]=[CH:67][CH:66]=[CH:65][C:64]=2[C:69]([F:72])([F:71])[F:70])[CH2:60][CH2:61]1)[CH2:53][NH:52][C:19](=[O:21])[C:18]1[CH:17]=[CH:16][C:15]([C:12]2[CH:13]=[CH:14][S:10][CH:11]=2)=[CH:23][CH:22]=1. The yield is 0.469. (4) The reactants are [O:1]=[C:2]1[C:7]([CH2:8][C:9]2[CH:14]=[CH:13][C:12]([C:15]3[C:16]([C:21]#[N:22])=[CH:17][CH:18]=[CH:19][CH:20]=3)=[CH:11][CH:10]=2)=[C:6]([CH2:23][CH2:24][CH3:25])[N:5]2[N:26]=[CH:27][N:28]=[C:4]2[NH:3]1.[CH3:29][O:30][C:31]1[CH:36]=[CH:35][C:34](B(O)O)=[CH:33][CH:32]=1.C(N(CC)CC)C.N1C=CC=CC=1. The catalyst is ClCCl.C(OCC)(=O)C.C([O-])(=O)C.[Cu+2].C([O-])(=O)C. The product is [CH3:29][O:30][C:31]1[CH:36]=[CH:35][C:34]([N:3]2[C:2](=[O:1])[C:7]([CH2:8][C:9]3[CH:10]=[CH:11][C:12]([C:15]4[C:16]([C:21]#[N:22])=[CH:17][CH:18]=[CH:19][CH:20]=4)=[CH:13][CH:14]=3)=[C:6]([CH2:23][CH2:24][CH3:25])[N:5]3[N:26]=[CH:27][N:28]=[C:4]23)=[CH:33][CH:32]=1. The yield is 0.990. (5) The catalyst is CO.[Pd]. The reactants are [Br:1][C:2]1[CH:10]=[CH:9][C:8]([N+:11]([O-])=O)=[CH:7][C:3]=1[C:4]([OH:6])=[O:5].[H][H]. The product is [NH2:11][C:8]1[CH:9]=[CH:10][C:2]([Br:1])=[C:3]([CH:7]=1)[C:4]([OH:6])=[O:5]. The yield is 0.912. (6) The reactants are [O:1]=[C:2]1[CH2:6][CH2:5][C:4](=[O:7])[N:3]1[C:8]1[N:13]=[CH:12][C:11]([CH:14]=[CH:15][C:16]([N:18]([CH3:30])[CH2:19][C:20]2[S:24][C:23]3[CH:25]=[CH:26][CH:27]=[CH:28][C:22]=3[C:21]=2[CH3:29])=[O:17])=[CH:10][CH:9]=1.O=C1CCC(=O)N1C1N=CC(/C=C/C([N:48]([CH3:60])[CH2:49][C:50]2[N:51]([CH3:59])[C:52]3C(C=2)=CC=CC=3)=O)=CC=1.CN1CCNCC1.N. No catalyst specified. The product is [CH3:30][N:18]([CH2:19][C:20]1[S:24][C:23]2[CH:25]=[CH:26][CH:27]=[CH:28][C:22]=2[C:21]=1[CH3:29])[C:16](/[CH:15]=[CH:14]/[C:11]1[CH:10]=[CH:9][C:8]([NH:3][C:4](=[O:7])[CH2:5][CH2:6][C:2]([N:48]2[CH2:49][CH2:50][N:51]([CH3:59])[CH2:52][CH2:60]2)=[O:1])=[N:13][CH:12]=1)=[O:17]. The yield is 0.510. (7) The reactants are [Mg].II.Br[C:5]1[CH:10]=[CH:9][CH:8]=[CH:7][C:6]=1[CH3:11].[Cl:12][C:13]([F:18])([F:17])[C:14](O)=[O:15].[Cl-].[NH4+]. The catalyst is C(OCC)C. The product is [Cl:12][C:13]([F:18])([F:17])[C:14]([C:5]1[CH:10]=[CH:9][CH:8]=[CH:7][C:6]=1[CH3:11])=[O:15]. The yield is 0.310. (8) The reactants are Cl[C:2]1[N:3]([C@@H:15]2[O:21][C@H:20]([CH2:22][OH:23])[C@@H:18]([OH:19])[C@H:16]2O)[C:4]2[C:9]([C:10]=1[C:11]#[N:12])=[CH:8][C:7]([Cl:13])=[C:6]([Cl:14])[CH:5]=2.[OH2:24].[NH2:25][NH2:26]. The catalyst is O. The product is [Cl:13][C:7]1[CH:8]=[C:9]2[C:4](=[CH:5][C:6]=1[Cl:14])[N:3]([C@@H:15]1[O:21][C@H:20]([CH2:22][OH:23])[C@@H:18]([OH:19])[C@H:16]1[OH:24])[C:2]1[NH:25][N:26]=[C:11]([NH2:12])[C:10]2=1. The yield is 0.900. (9) The reactants are [CH3:1][O:2][C:3](=[O:24])[CH:4]([C:10]1[CH:15]=[C:14]([O:16][CH2:17][C:18]([F:21])([F:20])[F:19])[C:13]([NH2:22])=[C:12](Br)[CH:11]=1)[CH2:5][CH:6]1[CH2:9][CH2:8][CH2:7]1.[F:25][C:26]([F:37])([F:36])[C:27]1[CH:32]=[CH:31][C:30](B(O)O)=[CH:29][CH:28]=1.[F-].[Cs+].O. The catalyst is COCCOC.C1C=CC([P]([Pd]([P](C2C=CC=CC=2)(C2C=CC=CC=2)C2C=CC=CC=2)([P](C2C=CC=CC=2)(C2C=CC=CC=2)C2C=CC=CC=2)[P](C2C=CC=CC=2)(C2C=CC=CC=2)C2C=CC=CC=2)(C2C=CC=CC=2)C2C=CC=CC=2)=CC=1.CCOC(C)=O. The product is [CH3:1][O:2][C:3](=[O:24])[CH:4]([C:10]1[CH:11]=[C:12]([C:30]2[CH:31]=[CH:32][C:27]([C:26]([F:37])([F:36])[F:25])=[CH:28][CH:29]=2)[C:13]([NH2:22])=[C:14]([O:16][CH2:17][C:18]([F:21])([F:20])[F:19])[CH:15]=1)[CH2:5][CH:6]1[CH2:9][CH2:8][CH2:7]1. The yield is 0.940. (10) The reactants are Br[CH2:2][CH2:3][O:4][C:5]1[CH:10]=[CH:9][C:8]([CH2:11][N:12]2[C:20](=[O:21])[C:19]([C:22]([NH:24][C:25]3[CH:30]=[CH:29][C:28]([C:31]([F:34])([F:33])[F:32])=[CH:27][C:26]=3[C:35]3[CH:40]=[C:39]([C:41]([F:44])([F:43])[F:42])[N:38]=[CH:37][N:36]=3)=[O:23])=[C:18]([OH:45])[C:14]3([CH2:17][CH2:16][CH2:15]3)[N:13]2[CH3:46])=[C:7]([F:47])[C:6]=1[F:48].[CH3:49][NH:50][CH:51]1[CH2:55][CH2:54][O:53][CH2:52]1.C(N(C(C)C)C(C)C)C. The catalyst is CN(C)C=O.[I-].C([N+](CCCC)(CCCC)CCCC)CCC. The product is [F:47][C:7]1[C:6]([F:48])=[C:5]([O:4][CH2:3][CH2:2][N:50]([CH3:49])[CH:51]2[CH2:55][CH2:54][O:53][CH2:52]2)[CH:10]=[CH:9][C:8]=1[CH2:11][N:12]1[C:20](=[O:21])[C:19]([C:22]([NH:24][C:25]2[CH:30]=[CH:29][C:28]([C:31]([F:33])([F:34])[F:32])=[CH:27][C:26]=2[C:35]2[CH:40]=[C:39]([C:41]([F:42])([F:43])[F:44])[N:38]=[CH:37][N:36]=2)=[O:23])=[C:18]([OH:45])[C:14]2([CH2:17][CH2:16][CH2:15]2)[N:13]1[CH3:46]. The yield is 0.780.